Dataset: NCI-60 drug combinations with 297,098 pairs across 59 cell lines. Task: Regression. Given two drug SMILES strings and cell line genomic features, predict the synergy score measuring deviation from expected non-interaction effect. Drug 1: CCC1(CC2CC(C3=C(CCN(C2)C1)C4=CC=CC=C4N3)(C5=C(C=C6C(=C5)C78CCN9C7C(C=CC9)(C(C(C8N6C=O)(C(=O)OC)O)OC(=O)C)CC)OC)C(=O)OC)O.OS(=O)(=O)O. Drug 2: C1=NC2=C(N=C(N=C2N1C3C(C(C(O3)CO)O)F)Cl)N. Cell line: SNB-75. Synergy scores: CSS=8.62, Synergy_ZIP=-4.85, Synergy_Bliss=0.731, Synergy_Loewe=-10.4, Synergy_HSA=-1.09.